Dataset: Forward reaction prediction with 1.9M reactions from USPTO patents (1976-2016). Task: Predict the product of the given reaction. (1) Given the reactants [F:1][C:2]1[CH:10]=[C:9]2[C:5]([C:6](/[CH:30]=[CH:31]/[C:32]3[CH:37]=[CH:36][C:35]([F:38])=[CH:34][CH:33]=3)=[N:7][N:8]2[C:11]([C:24]2[CH:29]=[CH:28][CH:27]=[CH:26][CH:25]=2)([C:18]2[CH:23]=[CH:22][CH:21]=[CH:20][CH:19]=2)[C:12]2[CH:17]=[CH:16][CH:15]=[CH:14][CH:13]=2)=[CH:4][C:3]=1[NH2:39].C(=O)([O-])O.[Na+].[Cl:45][CH2:46][C:47](Cl)=[O:48], predict the reaction product. The product is: [Cl:45][CH2:46][C:47]([NH:39][C:3]1[CH:4]=[C:5]2[C:9](=[CH:10][C:2]=1[F:1])[N:8]([C:11]([C:18]1[CH:23]=[CH:22][CH:21]=[CH:20][CH:19]=1)([C:24]1[CH:29]=[CH:28][CH:27]=[CH:26][CH:25]=1)[C:12]1[CH:17]=[CH:16][CH:15]=[CH:14][CH:13]=1)[N:7]=[C:6]2/[CH:30]=[CH:31]/[C:32]1[CH:33]=[CH:34][C:35]([F:38])=[CH:36][CH:37]=1)=[O:48]. (2) Given the reactants [Cl:1][C:2]1[CH:11]=[CH:10][C:5]([C:6]([O:8][CH3:9])=[O:7])=[C:4]([NH:12][CH2:13][CH2:14][CH2:15][OH:16])[C:3]=1[NH:17][C:18](=S)[NH:19][C:20]1[C:21]([C:28]([F:31])([F:30])[F:29])=[N:22][C:23]([O:26][CH3:27])=[CH:24][CH:25]=1.Cl.C(N=C=NCCCN(C)C)C.C(N(CC)CC)C.O, predict the reaction product. The product is: [Cl:1][C:2]1[C:3]2[N:17]=[C:18]([NH:19][C:20]3[C:21]([C:28]([F:31])([F:30])[F:29])=[N:22][C:23]([O:26][CH3:27])=[CH:24][CH:25]=3)[N:12]([CH2:13][CH2:14][CH2:15][OH:16])[C:4]=2[C:5]([C:6]([O:8][CH3:9])=[O:7])=[CH:10][CH:11]=1.